Task: Predict the product of the given reaction.. Dataset: Forward reaction prediction with 1.9M reactions from USPTO patents (1976-2016) (1) Given the reactants Br[C:2]1[CH:11]=[N:10][C:9]2[C:4](=[CH:5][CH:6]=[C:7]([OH:21])[C:8]=2[C:12]([NH:14][CH2:15][C:16]([O:18][CH2:19][CH3:20])=[O:17])=[O:13])[N:3]=1.[N:22]1[CH:27]=[CH:26][CH:25]=[C:24](B(O)O)[CH:23]=1.C(=O)([O-])[O-].[K+].[K+], predict the reaction product. The product is: [OH:21][C:7]1[C:8]([C:12]([NH:14][CH2:15][C:16]([O:18][CH2:19][CH3:20])=[O:17])=[O:13])=[C:9]2[C:4](=[CH:5][CH:6]=1)[N:3]=[C:2]([C:24]1[CH:23]=[N:22][CH:27]=[CH:26][CH:25]=1)[CH:11]=[N:10]2. (2) Given the reactants [CH2:1]([O:3][C:4]([C:6]1[S:10][C:9]([O:11][C:12]2[CH:17]=[CH:16][CH:15]=[CH:14][CH:13]=2)=[N:8][C:7]=1[CH2:18]Br)=[O:5])[CH3:2].[CH2:20]([O:22][C:23](=[O:37])[CH2:24][NH:25][CH2:26][C:27]1[CH:32]=[CH:31][C:30]([O:33][CH3:34])=[CH:29][C:28]=1[O:35][CH3:36])[CH3:21].C(=O)([O-])[O-].[K+].[K+], predict the reaction product. The product is: [CH2:1]([O:3][C:4]([C:6]1[S:10][C:9]([O:11][C:12]2[CH:17]=[CH:16][CH:15]=[CH:14][CH:13]=2)=[N:8][C:7]=1[CH2:18][N:25]([CH2:26][C:27]1[CH:32]=[CH:31][C:30]([O:33][CH3:34])=[CH:29][C:28]=1[O:35][CH3:36])[CH2:24][C:23]([O:22][CH2:20][CH3:21])=[O:37])=[O:5])[CH3:2].